Dataset: Full USPTO retrosynthesis dataset with 1.9M reactions from patents (1976-2016). Task: Predict the reactants needed to synthesize the given product. (1) Given the product [O:20]=[C:3]1[C:4]([C:8]2[CH:17]=[CH:16][C:11]([C:12]([O:14][CH3:15])=[O:13])=[CH:10][CH:9]=2)=[CH:5][CH:6]=[CH:7][NH:2]1, predict the reactants needed to synthesize it. The reactants are: [O-][N+:2]1[CH:7]=[CH:6][CH:5]=[C:4]([C:8]2[CH:17]=[CH:16][C:11]([C:12]([O:14][CH3:15])=[O:13])=[CH:10][CH:9]=2)[CH:3]=1.C(OC(=O)C)(=[O:20])C. (2) Given the product [CH3:3][N:4]([CH3:8])[CH2:5][CH2:6][O:7][C:10]1[CH:28]=[CH:27][C:26]([I:29])=[CH:25][C:11]=1[C:12]([NH:14][C:15]1[CH:20]=[CH:19][CH:18]=[C:17]([C:21]([F:23])([F:24])[F:22])[CH:16]=1)=[O:13], predict the reactants needed to synthesize it. The reactants are: [H-].[Na+].[CH3:3][N:4]([CH3:8])[CH2:5][CH2:6][OH:7].F[C:10]1[CH:28]=[CH:27][C:26]([I:29])=[CH:25][C:11]=1[C:12]([NH:14][C:15]1[CH:20]=[CH:19][CH:18]=[C:17]([C:21]([F:24])([F:23])[F:22])[CH:16]=1)=[O:13].O. (3) The reactants are: [C:1]1([CH2:7][CH2:8][CH2:9][O:10][CH2:11][C@@H:12]2[CH2:16][CH2:15][NH:14][CH2:13]2)[CH:6]=[CH:5][CH:4]=[CH:3][CH:2]=1.Br[C:18]1[CH:19]=[N:20][CH:21]=[C:22]([O:24][CH2:25][C@@H:26]2[CH2:30][CH2:29][CH2:28][N:27]2[C:31]([O:33][C:34]([CH3:37])([CH3:36])[CH3:35])=[O:32])[CH:23]=1.CC(C)([O-])C.[Na+]. Given the product [C:34]([O:33][C:31]([N:27]1[CH2:28][CH2:29][CH2:30][C@H:26]1[CH2:25][O:24][C:22]1[CH:21]=[N:20][CH:19]=[C:18]([N:14]2[CH2:15][CH2:16][C@@H:12]([CH2:11][O:10][CH2:9][CH2:8][CH2:7][C:1]3[CH:2]=[CH:3][CH:4]=[CH:5][CH:6]=3)[CH2:13]2)[CH:23]=1)=[O:32])([CH3:37])([CH3:35])[CH3:36], predict the reactants needed to synthesize it.